Dataset: Peptide-MHC class I binding affinity with 185,985 pairs from IEDB/IMGT. Task: Regression. Given a peptide amino acid sequence and an MHC pseudo amino acid sequence, predict their binding affinity value. This is MHC class I binding data. (1) The peptide sequence is TLKGTSYKM. The MHC is HLA-A02:16 with pseudo-sequence HLA-A02:16. The binding affinity (normalized) is 0.0847. (2) The peptide sequence is ERWFHGDAAW. The MHC is Mamu-B17 with pseudo-sequence Mamu-B17. The binding affinity (normalized) is 0.755. (3) The peptide sequence is YVFPVIFSK. The MHC is HLA-B40:01 with pseudo-sequence HLA-B40:01. The binding affinity (normalized) is 0.0180. (4) The peptide sequence is LKKGLGICY. The MHC is Mamu-B17 with pseudo-sequence Mamu-B17. The binding affinity (normalized) is 0. (5) The peptide sequence is SARTNCLAV. The MHC is HLA-A02:06 with pseudo-sequence HLA-A02:06. The binding affinity (normalized) is 0.490. (6) The peptide sequence is AQMWQLMYF. The MHC is HLA-B15:01 with pseudo-sequence HLA-B15:01. The binding affinity (normalized) is 0.958.